From a dataset of Forward reaction prediction with 1.9M reactions from USPTO patents (1976-2016). Predict the product of the given reaction. (1) The product is: [C:10]1([N:9]([C:3]2[CH:4]=[CH:5][CH:6]=[CH:7][CH:8]=2)[C:16](=[S:17])[SH:18])[CH:11]=[CH:12][CH:13]=[CH:14][CH:15]=1.[C:19]([O:22][CH2:23][CH2:24][F:25])(=[O:21])[CH3:20]. Given the reactants [H-].[Na+].[C:3]1([NH:9][C:10]2[CH:15]=[CH:14][CH:13]=[CH:12][CH:11]=2)[CH:8]=[CH:7][CH:6]=[CH:5][CH:4]=1.[C:16](=[S:18])=[S:17].[C:19]([O:22][CH2:23][CH2:24][F:25])(=[O:21])[CH3:20], predict the reaction product. (2) Given the reactants [C:1]([O:6]C(=O)C(C)=C)(=[O:5])[C:2]([CH3:4])=[CH2:3].Cl.[O:13]=[CH:14][CH2:15][O:16][C:17]1[CH:22]=[CH:21][C:20]([C:23]2[CH:28]=[CH:27][C:26]([O:29][C:30](=[O:34])[C:31]([CH3:33])=[CH2:32])=[CH:25][CH:24]=2)=[CH:19][CH:18]=1, predict the reaction product. The product is: [CH3:4][C:2](=[CH2:3])[C:1]([O:13][CH:14]([O:6][C:1](=[O:5])[C:2]([CH3:4])=[CH2:3])[CH2:15][O:16][C:17]1[CH:18]=[CH:19][C:20]([C:23]2[CH:28]=[CH:27][C:26]([O:29][C:30](=[O:34])[C:31]([CH3:33])=[CH2:32])=[CH:25][CH:24]=2)=[CH:21][CH:22]=1)=[O:5]. (3) Given the reactants [CH:1]1([CH:7]2[O:11][N:10]=[C:9]([C:12]([O:14]CC)=[O:13])[CH2:8]2)[CH2:6][CH2:5][CH2:4][CH2:3][CH2:2]1, predict the reaction product. The product is: [CH:1]1([CH:7]2[O:11][N:10]=[C:9]([C:12]([OH:14])=[O:13])[CH2:8]2)[CH2:2][CH2:3][CH2:4][CH2:5][CH2:6]1. (4) Given the reactants [CH3:1][C:2]1([NH:8][C:9](=[O:18])[O:10][CH2:11][C:12]2[CH:17]=[CH:16][CH:15]=[CH:14][CH:13]=2)[CH2:7][CH2:6][NH:5][CH2:4][CH2:3]1.FC(F)(F)S(O[C:25]1[CH:26]=[CH:27][CH:28]=[C:29]2[C:34]=1[N:33]=[C:32]([C:35]1[N:39]3[CH:40]=[CH:41][C:42]([O:44][CH2:45][CH2:46][O:47][CH3:48])=[CH:43][C:38]3=[N:37][CH:36]=1)[CH:31]=[CH:30]2)(=O)=O.C([O-])([O-])=O.[Cs+].[Cs+].C1C=CC(P(C2C(C3C(P(C4C=CC=CC=4)C4C=CC=CC=4)=CC=C4C=3C=CC=C4)=C3C(C=CC=C3)=CC=2)C2C=CC=CC=2)=CC=1, predict the reaction product. The product is: [CH3:48][O:47][CH2:46][CH2:45][O:44][C:42]1[CH:41]=[CH:40][N:39]2[C:35]([C:32]3[CH:31]=[CH:30][C:29]4[C:34](=[C:25]([N:5]5[CH2:4][CH2:3][C:2]([NH:8][C:9](=[O:18])[O:10][CH2:11][C:12]6[CH:17]=[CH:16][CH:15]=[CH:14][CH:13]=6)([CH3:1])[CH2:7][CH2:6]5)[CH:26]=[CH:27][CH:28]=4)[N:33]=3)=[CH:36][N:37]=[C:38]2[CH:43]=1. (5) Given the reactants IC1C=C2C(=CC=1)NC(=O)C2=O.B(O)(O)C1C=CC2C3C(C(C)(C)C=2C=1)=CC=CC=3.[C:31]([O-:34])(O)=[O:32].[Na+].[CH3:36][C:37]1([CH3:61])[C:49]2[CH:48]=[C:47]([C:50]3[CH:51]=[C:52]4[C:56](=[CH:57][CH:58]=3)[NH:55]C(=O)C4=O)[CH:46]=[CH:45][C:44]=2[C:43]2[C:38]1=[CH:39][CH:40]=[CH:41][CH:42]=2, predict the reaction product. The product is: [NH2:55][C:56]1[CH:52]=[CH:51][C:50]([C:47]2[CH:46]=[CH:45][C:44]3[C:43]4[C:38](=[CH:39][CH:40]=[CH:41][CH:42]=4)[C:37]([CH3:61])([CH3:36])[C:49]=3[CH:48]=2)=[CH:58][C:57]=1[C:31]([OH:34])=[O:32].